This data is from Full USPTO retrosynthesis dataset with 1.9M reactions from patents (1976-2016). The task is: Predict the reactants needed to synthesize the given product. Given the product [CH3:11][O:10][CH2:9][O:8][C:5]1[CH:6]=[CH:7][C:2]([B:13]2[O:17][C:16]([CH3:19])([CH3:18])[C:15]([CH3:21])([CH3:20])[O:14]2)=[C:3]([CH3:12])[CH:4]=1, predict the reactants needed to synthesize it. The reactants are: Br[C:2]1[CH:7]=[CH:6][C:5]([O:8][CH2:9][O:10][CH3:11])=[CH:4][C:3]=1[CH3:12].[B:13]1([B:13]2[O:17][C:16]([CH3:19])([CH3:18])[C:15]([CH3:21])([CH3:20])[O:14]2)[O:17][C:16]([CH3:19])([CH3:18])[C:15]([CH3:21])([CH3:20])[O:14]1.C(Cl)Cl.CC([O-])=O.[K+].